This data is from Reaction yield outcomes from USPTO patents with 853,638 reactions. The task is: Predict the reaction yield, written as a fraction of the theoretical maximum amount of product (1.0 means a 100% yield; for example, 0.34 means a 34% yield). (1) The product is [O:30]=[C:4]1[C:3](=[CH:2][NH:44][C:41]2[CH:42]=[CH:43][C:38]([CH2:37][CH2:36][N:31]3[CH2:35][CH2:34][CH2:33][CH2:32]3)=[CH:39][CH:40]=2)[C:11]2[C:6](=[CH:7][C:8]([C:12]([C:14]3[CH:15]=[C:16]([NH:20][C:21]([C:23]4[N:24]([CH3:29])[N:25]=[C:26]([CH3:28])[CH:27]=4)=[O:22])[CH:17]=[CH:18][CH:19]=3)=[O:13])=[CH:9][CH:10]=2)[NH:5]1. The yield is 0.410. The catalyst is C1COCC1. The reactants are O[CH:2]=[C:3]1[C:11]2[C:6](=[CH:7][C:8]([C:12]([C:14]3[CH:15]=[C:16]([NH:20][C:21]([C:23]4[N:24]([CH3:29])[N:25]=[C:26]([CH3:28])[CH:27]=4)=[O:22])[CH:17]=[CH:18][CH:19]=3)=[O:13])=[CH:9][CH:10]=2)[NH:5][C:4]1=[O:30].[N:31]1([CH2:36][CH2:37][C:38]2[CH:43]=[CH:42][C:41]([NH2:44])=[CH:40][CH:39]=2)[CH2:35][CH2:34][CH2:33][CH2:32]1. (2) The reactants are [CH:1]1([CH2:6][CH:7]([C:11]2[CH:16]=[CH:15][C:14]([O:17][C:18]([F:21])([F:20])[F:19])=[CH:13][CH:12]=2)[C:8]([OH:10])=O)[CH2:5][CH2:4][CH2:3][CH2:2]1.C(Cl)(=O)C(Cl)=O.[NH2:28][C:29]1[S:30][CH:31]=[CH:32][N:33]=1.C(N(CC)C(C)C)(C)C. The catalyst is C(Cl)Cl.CN(C)C=O.O1CCCC1. The product is [CH:1]1([CH2:6][CH:7]([C:11]2[CH:16]=[CH:15][C:14]([O:17][C:18]([F:21])([F:20])[F:19])=[CH:13][CH:12]=2)[C:8]([NH:28][C:29]2[S:30][CH:31]=[CH:32][N:33]=2)=[O:10])[CH2:2][CH2:3][CH2:4][CH2:5]1. The yield is 1.00.